Dataset: Full USPTO retrosynthesis dataset with 1.9M reactions from patents (1976-2016). Task: Predict the reactants needed to synthesize the given product. Given the product [C:1]1([C:7]2[N:8]=[C:9]([CH2:19][NH2:20])[S:10][C:11]=2[S:12][C:13]2[CH:14]=[CH:15][CH:16]=[CH:17][CH:18]=2)[CH:2]=[CH:3][CH:4]=[CH:5][CH:6]=1, predict the reactants needed to synthesize it. The reactants are: [C:1]1([C:7]2[N:8]=[C:9]([CH2:19][N:20]3C(=O)C4C(=CC=CC=4)C3=O)[S:10][C:11]=2[S:12][C:13]2[CH:18]=[CH:17][CH:16]=[CH:15][CH:14]=2)[CH:6]=[CH:5][CH:4]=[CH:3][CH:2]=1.O.NN.O.